This data is from Catalyst prediction with 721,799 reactions and 888 catalyst types from USPTO. The task is: Predict which catalyst facilitates the given reaction. (1) Reactant: [CH:1]1([C:4]2[CH:5]=[C:6]([NH2:9])[NH:7][N:8]=2)[CH2:3][CH2:2]1.[CH2:10]([O:12][C:13](=[O:24])[C:14](=[CH:20]OCC)[C:15](OCC)=[O:16])[CH3:11]. Product: [CH2:10]([O:12][C:13]([C:14]1[C:15](=[O:16])[N:7]2[N:8]=[C:4]([CH:1]3[CH2:3][CH2:2]3)[CH:5]=[C:6]2[NH:9][CH:20]=1)=[O:24])[CH3:11]. The catalyst class is: 15. (2) Reactant: [C:1]1(B(O)O)[CH:6]=[CH:5][CH:4]=[CH:3][CH:2]=1.Br[C:11]1[CH:12]=[C:13]([CH2:17][C:18]([O:20][CH3:21])=[O:19])[CH:14]=[CH:15][CH:16]=1.C([O-])([O-])=O.[Na+].[Na+].C1(C)C=CC=CC=1. Product: [CH3:21][O:20][C:18](=[O:19])[CH2:17][C:13]1[CH:12]=[C:11]([C:1]2[CH:6]=[CH:5][CH:4]=[CH:3][CH:2]=2)[CH:16]=[CH:15][CH:14]=1. The catalyst class is: 257. (3) Reactant: [S:1]1[C:5]2[CH:6]=[CH:7][CH:8]=[CH:9][C:4]=2[C:3]([CH2:10][CH2:11][O:12][CH2:13][CH2:14][N:15]2[CH2:19][CH2:18][C@@H:17]([OH:20])[CH2:16]2)=[CH:2]1.C(OCC)(=O)C.[ClH:27]. Product: [ClH:27].[S:1]1[C:5]2[CH:6]=[CH:7][CH:8]=[CH:9][C:4]=2[C:3]([CH2:10][CH2:11][O:12][CH2:13][CH2:14][N:15]2[CH2:19][CH2:18][C@@H:17]([OH:20])[CH2:16]2)=[CH:2]1. The catalyst class is: 13.